The task is: Predict the reactants needed to synthesize the given product.. This data is from Full USPTO retrosynthesis dataset with 1.9M reactions from patents (1976-2016). (1) Given the product [C:13]([O:17][C:18]([NH:20][C:21]1[C:22]([Cl:43])=[C:23]([CH:29]2[O:42][CH2:40][CH2:39][N:31]([C:32]([O:33][C:34]([CH3:37])([CH3:35])[CH3:36])=[O:38])[CH2:30]2)[CH:24]=[C:25]([C:27]#[N:28])[CH:26]=1)=[O:19])([CH3:15])([CH3:14])[CH3:16], predict the reactants needed to synthesize it. The reactants are: N(C(OCC)=O)=NC(OCC)=O.[C:13]([O:17][C:18]([NH:20][C:21]1[C:22]([Cl:43])=[C:23]([CH:29]([OH:42])[CH2:30][N:31]([CH2:39][CH2:40]O)[C:32](=[O:38])[O:33][C:34]([CH3:37])([CH3:36])[CH3:35])[CH:24]=[C:25]([C:27]#[N:28])[CH:26]=1)=[O:19])([CH3:16])([CH3:15])[CH3:14].C1(P(C2C=CC=CC=2)C2C=CC=CC=2)C=CC=CC=1.O. (2) Given the product [CH3:23][O:14][C:13](=[O:15])[C:12]1[CH:16]=[C:17]([Cl:20])[C:18]([F:19])=[C:10]([CH2:9][NH:8][C:6]([O:5][C:1]([CH3:4])([CH3:2])[CH3:3])=[O:7])[CH:11]=1, predict the reactants needed to synthesize it. The reactants are: [C:1]([O:5][C:6]([NH:8][CH2:9][C:10]1[CH:11]=[C:12]([CH:16]=[C:17]([Cl:20])[C:18]=1[F:19])[C:13]([OH:15])=[O:14])=[O:7])([CH3:4])([CH3:3])[CH3:2].CO.[CH3:23][Si](C=[N+]=[N-])(C)C. (3) Given the product [OH:2][C:3]1[CH:8]=[CH:7][CH:6]=[CH:5][C:4]=1[S:9][CH2:10][CH2:11][CH2:12][CH2:13][CH2:14][CH2:15][CH2:16][C:17]([OH:19])=[O:18], predict the reactants needed to synthesize it. The reactants are: C[O:2][C:3]1[CH:8]=[CH:7][CH:6]=[CH:5][C:4]=1[S:9][CH2:10][CH2:11][CH2:12][CH2:13][CH2:14][CH2:15][CH2:16][C:17]([OH:19])=[O:18].B(Br)(Br)Br. (4) Given the product [NH2:1][C:4]1[CH:9]=[CH:8][C:7]([N:10]2[CH2:15][CH2:14][CH2:13][CH2:12][CH2:11]2)=[CH:6][C:5]=1[C:16]1[CH:21]=[C:20]([CH:22]([C:24]2[CH:29]=[CH:28][CH:27]=[C:26]([C:30]([F:33])([F:32])[F:31])[CH:25]=2)[OH:23])[CH:19]=[CH:18][N:17]=1, predict the reactants needed to synthesize it. The reactants are: [N+:1]([C:4]1[CH:9]=[CH:8][C:7]([N:10]2[CH2:15][CH2:14][CH2:13][CH2:12][CH2:11]2)=[CH:6][C:5]=1[C:16]1[CH:21]=[C:20]([CH:22]([C:24]2[CH:29]=[CH:28][CH:27]=[C:26]([C:30]([F:33])([F:32])[F:31])[CH:25]=2)[OH:23])[CH:19]=[CH:18][N:17]=1)([O-])=O. (5) Given the product [C:1]([O:5][C:6]([NH:8][C@@H:9]([CH2:39][C:40]1[CH:41]=[CH:42][C:43]([OH:46])=[CH:44][CH:45]=1)[CH2:10][N:11]([CH2:14][CH:15]([NH:31][C:32]([O:34][C:35]([CH3:38])([CH3:36])[CH3:37])=[O:33])[CH2:16][C:17]1[CH:18]=[CH:19][C:20]([OH:23])=[CH:21][CH:22]=1)[CH2:12][CH3:13])=[O:7])([CH3:2])([CH3:3])[CH3:4], predict the reactants needed to synthesize it. The reactants are: [C:1]([O:5][C:6]([NH:8][C@@H:9]([CH2:39][C:40]1[CH:45]=[CH:44][C:43]([OH:46])=[CH:42][CH:41]=1)[CH2:10][N:11]([CH2:14][CH:15]([NH:31][C:32]([O:34][C:35]([CH3:38])([CH3:37])[CH3:36])=[O:33])[CH2:16][C:17]1[CH:22]=[CH:21][C:20]([O:23]CC2C=CC=CC=2)=[CH:19][CH:18]=1)[CH2:12][CH3:13])=[O:7])([CH3:4])([CH3:3])[CH3:2].